Dataset: Catalyst prediction with 721,799 reactions and 888 catalyst types from USPTO. Task: Predict which catalyst facilitates the given reaction. (1) Reactant: C([N:8]1[CH2:13][C@@H:12]([CH2:14][F:15])[C@:11](OCC2C=CC=CC=2)([OH:16])[C@H:10]([O:25]CC2C=CC=CC=2)[CH2:9]1)C1C=CC=CC=1.[ClH:33]. Product: [ClH:33].[F:15][CH2:14][C@@H:12]1[CH2:13][NH:8][CH2:9][C@@H:10]([OH:25])[C@@H:11]1[OH:16]. The catalyst class is: 14. (2) The catalyst class is: 226. Product: [C:1]([O:5][CH2:6][CH2:7][NH:8][C:9]([O:21][CH2:20][CH2:19][CH2:18][Si:17]([C:28]1[CH:33]=[CH:32][CH:31]=[CH:30][CH:29]=1)([C:11]1[CH:12]=[CH:13][CH:14]=[CH:15][CH:16]=1)[C:22]1[CH:27]=[CH:26][CH:25]=[CH:24][CH:23]=1)=[O:10])(=[O:4])[CH:2]=[CH2:3]. Reactant: [C:1]([O:5][CH2:6][CH2:7][N:8]=[C:9]=[O:10])(=[O:4])[CH:2]=[CH2:3].[C:11]1([Si:17]([C:28]2[CH:33]=[CH:32][CH:31]=[CH:30][CH:29]=2)([C:22]2[CH:27]=[CH:26][CH:25]=[CH:24][CH:23]=2)[CH2:18][CH2:19][CH2:20][OH:21])[CH:16]=[CH:15][CH:14]=[CH:13][CH:12]=1.C([O-])(=O)CCCCCCCCCCC.C([Sn+2]CCCC)CCC.C([O-])(=O)CCCCCCCCCCC.[N-]=C=O. (3) Reactant: [Cl:1][C:2]1[CH:3]=[C:4]2[C:9](=[CH:10][CH:11]=1)[C@@:8]1([CH2:17][O:16][C:15]3[CH:18]=[CH:19][C:20]([C:22]([O:24]C(C)(C)C)=[O:23])=[CH:21][C:14]=3[N:13]([CH2:29][C@@H:30]3[CH2:33][CH2:32][C@H:31]3[C@H:34]([OH:40])/[CH:35]=[CH:36]/[CH2:37][CH2:38][CH3:39])[CH2:12]1)[CH2:7][CH2:6][CH2:5]2.O[Li].O.O1CCOCC1.CO.Cl. Product: [Cl:1][C:2]1[CH:3]=[C:4]2[C:9](=[CH:10][CH:11]=1)[C@@:8]1([CH2:17][O:16][C:15]3[CH:18]=[CH:19][C:20]([C:22]([OH:24])=[O:23])=[CH:21][C:14]=3[N:13]([CH2:29][C@@H:30]3[CH2:33][CH2:32][C@H:31]3[C@@H:34]([OH:40])/[CH:35]=[CH:36]/[CH2:37][CH2:38][CH3:39])[CH2:12]1)[CH2:7][CH2:6][CH2:5]2. The catalyst class is: 6. (4) Reactant: C(Cl)(=O)C(Cl)=O.[CH2:7]([O:14][C:15]([N:17]([CH2:19][C:20]1[CH:25]=[CH:24][C:23]([C:26]2[O:27][C:28]3[C:29](=[C:31]([C:35](O)=[O:36])[CH:32]=[CH:33][CH:34]=3)[N:30]=2)=[CH:22][CH:21]=1)[CH3:18])=[O:16])[C:8]1[CH:13]=[CH:12][CH:11]=[CH:10][CH:9]=1.[NH4+:38].[OH-].O. Product: [C:35]([C:31]1[C:29]2[N:30]=[C:26]([C:23]3[CH:24]=[CH:25][C:20]([CH2:19][N:17]([CH3:18])[C:15](=[O:16])[O:14][CH2:7][C:8]4[CH:13]=[CH:12][CH:11]=[CH:10][CH:9]=4)=[CH:21][CH:22]=3)[O:27][C:28]=2[CH:34]=[CH:33][CH:32]=1)(=[O:36])[NH2:38]. The catalyst class is: 4. (5) Product: [NH2:29][CH2:28][C:24]1[CH:23]=[C:22]([C:21]2[C:13]3[C:14](=[N:15][C:16]([CH3:18])=[CH:17][C:12]=3[NH:11][S:8]([C:4]3[CH:5]=[CH:6][CH:7]=[C:2]([Cl:1])[CH:3]=3)(=[O:9])=[O:10])[S:19][C:20]=2[CH3:37])[CH:27]=[CH:26][CH:25]=1. Reactant: [Cl:1][C:2]1[CH:3]=[C:4]([S:8]([NH:11][C:12]2[CH:17]=[C:16]([CH3:18])[N:15]=[C:14]3[S:19][C:20]([CH3:37])=[C:21]([C:22]4[CH:23]=[C:24]([CH2:28][NH:29]C(=O)OC(C)(C)C)[CH:25]=[CH:26][CH:27]=4)[C:13]=23)(=[O:10])=[O:9])[CH:5]=[CH:6][CH:7]=1.C(O)(C(F)(F)F)=O. The catalyst class is: 2.